From a dataset of Catalyst prediction with 721,799 reactions and 888 catalyst types from USPTO. Predict which catalyst facilitates the given reaction. (1) Reactant: [F:1][C:2]([F:24])([F:23])[C:3]1[CH:22]=[CH:21][CH:20]=[CH:19][C:4]=1[CH:5]=[C:6]1[CH2:11][CH2:10][N:9]([C:12]([O:14][C:15]([CH3:18])([CH3:17])[CH3:16])=[O:13])[CH2:8][CH2:7]1. Product: [F:23][C:2]([F:1])([F:24])[C:3]1[CH:22]=[CH:21][CH:20]=[CH:19][C:4]=1[CH2:5][CH:6]1[CH2:7][CH2:8][N:9]([C:12]([O:14][C:15]([CH3:18])([CH3:17])[CH3:16])=[O:13])[CH2:10][CH2:11]1. The catalyst class is: 153. (2) Reactant: Cl.Cl.[NH:3]1[CH2:6][CH:5]([N:7]2[C:11]3=[N:12][CH:13]=[N:14][C:15]([NH2:16])=[C:10]3[C:9]([C:17]3[CH:22]=[CH:21][C:20]([Cl:23])=[CH:19][CH:18]=3)=[N:8]2)[CH2:4]1.N1C=CC=CC=1.[C:30](Cl)(=[O:32])[CH3:31].CC(C)=O. Product: [NH2:16][C:15]1[N:14]=[CH:13][N:12]=[C:11]2[N:7]([CH:5]3[CH2:4][N:3]([C:30](=[O:32])[CH3:31])[CH2:6]3)[N:8]=[C:9]([C:17]3[CH:22]=[CH:21][C:20]([Cl:23])=[CH:19][CH:18]=3)[C:10]=12. The catalyst class is: 35.